Predict the product of the given reaction. From a dataset of Forward reaction prediction with 1.9M reactions from USPTO patents (1976-2016). (1) Given the reactants [CH3:1][O:2][C:3](=[O:21])[C:4]1[CH:9]=[CH:8][C:7]([N:10]2[CH2:15][CH2:14][C:13](=O)[C:12](=[CH:17]N(C)C)[CH2:11]2)=[CH:6][CH:5]=1.[C:22](=O)(O)O.[NH2:26][C:27]([NH2:29])=[NH:28].O.O.O.C([O-])(=O)C.[Na+], predict the reaction product. The product is: [CH2:1]([O:2][C:3](=[O:21])[C:4]1[CH:9]=[CH:8][C:7]([N:10]2[CH2:15][CH2:14][C:13]3[N:28]=[C:27]([NH2:29])[N:26]=[CH:17][C:12]=3[CH2:11]2)=[CH:6][CH:5]=1)[CH3:22]. (2) Given the reactants [Br:1][C:2]1[C:6]2=[CH:7][NH:8][C:9](=[O:11])[CH:10]=[C:5]2[S:4][CH:3]=1.[H-].[Na+].[CH3:14]I.O, predict the reaction product. The product is: [Br:1][C:2]1[C:6]2=[CH:7][N:8]([CH3:14])[C:9](=[O:11])[CH:10]=[C:5]2[S:4][CH:3]=1. (3) Given the reactants [Br:1][C:2]1[CH:12]=[CH:11][C:5]([O:6][CH2:7][C:8]([OH:10])=O)=[C:4]([Cl:13])[CH:3]=1.[CH3:14][O:15][C:16](=[O:24])[C:17]1[CH:22]=[CH:21][N:20]=[C:19]([NH2:23])[CH:18]=1.C1CN([P+](ON2N=NC3C=CC=CC2=3)(N2CCCC2)N2CCCC2)CC1.F[P-](F)(F)(F)(F)F.C(OCC)(=O)C, predict the reaction product. The product is: [CH3:14][O:15][C:16](=[O:24])[C:17]1[CH:22]=[CH:21][N:20]=[C:19]([NH:23][C:8](=[O:10])[CH2:7][O:6][C:5]2[CH:11]=[CH:12][C:2]([Br:1])=[CH:3][C:4]=2[Cl:13])[CH:18]=1. (4) Given the reactants [CH3:1][O:2][C:3]1[C:8]([NH2:9])=[CH:7][C:6]([C:10]2[O:18][C:17]3[C:16]([C:19]4[CH:24]=[C:23]([CH3:25])[C:22]([O:26][CH3:27])=[C:21]([CH3:28])[CH:20]=4)=[CH:15][N:14]=[CH:13][C:12]=3[CH:11]=2)=[CH:5][N:4]=1.C(N(C(C)C)CC)(C)C.[F:38][C:39]1[CH:44]=[C:43]([F:45])[CH:42]=[CH:41][C:40]=1[S:46](Cl)(=[O:48])=[O:47].O, predict the reaction product. The product is: [F:38][C:39]1[CH:44]=[C:43]([F:45])[CH:42]=[CH:41][C:40]=1[S:46]([NH:9][C:8]1[C:3]([O:2][CH3:1])=[N:4][CH:5]=[C:6]([C:10]2[O:18][C:17]3[C:16]([C:19]4[CH:24]=[C:23]([CH3:25])[C:22]([O:26][CH3:27])=[C:21]([CH3:28])[CH:20]=4)=[CH:15][N:14]=[CH:13][C:12]=3[CH:11]=2)[CH:7]=1)(=[O:48])=[O:47]. (5) Given the reactants [C:1]([C:3]1[CH:8]=[CH:7][C:6]([CH2:9][C:10]([NH:12][CH:13]2[CH2:18][CH2:17][N:16]([CH:19]([CH3:22])[CH2:20]O)[CH2:15][CH2:14]2)=[O:11])=[CH:5][CH:4]=1)#[N:2].S(Cl)([Cl:25])=O, predict the reaction product. The product is: [Cl:25][CH2:20][CH:19]([N:16]1[CH2:17][CH2:18][CH:13]([NH:12][C:10](=[O:11])[CH2:9][C:6]2[CH:7]=[CH:8][C:3]([C:1]#[N:2])=[CH:4][CH:5]=2)[CH2:14][CH2:15]1)[CH3:22]. (6) Given the reactants C(O)CC.Cl.Cl[CH2:7][C:8]1[CH:13]=[CH:12][N:11]=[CH:10][CH:9]=1.[Cl:14][C:15]1[CH:20]=[CH:19][C:18]([S:21]([O-:23])=[O:22])=[CH:17][CH:16]=1.[Na+].C([O-])(=O)C.[K+], predict the reaction product. The product is: [Cl:14][C:15]1[CH:20]=[CH:19][C:18]([S:21]([CH2:7][C:8]2[CH:13]=[CH:12][N:11]=[CH:10][CH:9]=2)(=[O:23])=[O:22])=[CH:17][CH:16]=1. (7) Given the reactants [Br:1][C:2]1[C:3]([OH:22])=[C:4]([C:9]([CH2:12][S:13][C:14]2[CH:19]=[CH:18][CH:17]=[CH:16][C:15]=2[O:20]C)=[CH:10][CH:11]=1)[C:5]([O:7][CH3:8])=[O:6].Br[C:24]1C(OC)=C(C(CBr)=CC=1)C(OC)=O.SC1C=CC=CC=1O, predict the reaction product. The product is: [Br:1][C:2]1[C:3]([O:22][CH3:24])=[C:4]([C:9]([CH2:12][S:13][C:14]2[CH:19]=[CH:18][CH:17]=[CH:16][C:15]=2[OH:20])=[CH:10][CH:11]=1)[C:5]([O:7][CH3:8])=[O:6].